This data is from Peptide-MHC class II binding affinity with 134,281 pairs from IEDB. The task is: Regression. Given a peptide amino acid sequence and an MHC pseudo amino acid sequence, predict their binding affinity value. This is MHC class II binding data. (1) The peptide sequence is FLQRSVSTVCSRISR. The MHC is HLA-DQA10103-DQB10603 with pseudo-sequence HLA-DQA10103-DQB10603. The binding affinity (normalized) is 0.531. (2) The peptide sequence is AFKVAAMAANAAPAN. The MHC is HLA-DPA10201-DPB11401 with pseudo-sequence HLA-DPA10201-DPB11401. The binding affinity (normalized) is 0.832. (3) The peptide sequence is NRNNTFKPFAEYKSDYVYQPFPK. The MHC is DRB1_0405 with pseudo-sequence DRB1_0405. The binding affinity (normalized) is 0.369. (4) The peptide sequence is GFFTSVGKGIHTVFG. The MHC is DRB1_1101 with pseudo-sequence DRB1_1101. The binding affinity (normalized) is 0.796. (5) The peptide sequence is HSLTKWLGHPDKF. The MHC is H-2-IAs with pseudo-sequence H-2-IAs. The binding affinity (normalized) is 0.441. (6) The peptide sequence is CDERVSSDQSALSEF. The MHC is DRB4_0103 with pseudo-sequence DRB4_0103. The binding affinity (normalized) is 0. (7) The MHC is DRB1_0101 with pseudo-sequence DRB1_0101. The peptide sequence is EKGEDQTIKECQMQC. The binding affinity (normalized) is 0.262. (8) The peptide sequence is NLDVYDWSIPDDLLA. The MHC is DRB3_0202 with pseudo-sequence DRB3_0202. The binding affinity (normalized) is 0.153. (9) The peptide sequence is YTIDCDGSILGAAVND. The MHC is HLA-DQA10201-DQB10402 with pseudo-sequence HLA-DQA10201-DQB10402. The binding affinity (normalized) is 0.313. (10) The peptide sequence is SPNLAWPLIVTALRA. The MHC is DRB1_0101 with pseudo-sequence DRB1_0101. The binding affinity (normalized) is 0.828.